Dataset: Full USPTO retrosynthesis dataset with 1.9M reactions from patents (1976-2016). Task: Predict the reactants needed to synthesize the given product. Given the product [CH3:11][O:10][C:4]1[CH:3]=[C:2]([P:14](=[O:35])([C:25]2[CH:30]=[C:29]([CH3:31])[C:28]([O:32][CH3:33])=[C:27]([CH3:34])[CH:26]=2)[C:15]2[CH:20]=[C:19]([CH3:21])[C:18]([O:22][CH3:23])=[C:17]([CH3:24])[CH:16]=2)[CH:7]=[C:6]([O:8][CH3:9])[CH:5]=1, predict the reactants needed to synthesize it. The reactants are: Br[C:2]1[CH:7]=[C:6]([O:8][CH3:9])[CH:5]=[C:4]([O:10][CH3:11])[CH:3]=1.[Mg].Cl[P:14]([C:25]1[CH:30]=[C:29]([CH3:31])[C:28]([O:32][CH3:33])=[C:27]([CH3:34])[CH:26]=1)[C:15]1[CH:20]=[C:19]([CH3:21])[C:18]([O:22][CH3:23])=[C:17]([CH3:24])[CH:16]=1.[OH:35]O.